This data is from Forward reaction prediction with 1.9M reactions from USPTO patents (1976-2016). The task is: Predict the product of the given reaction. (1) Given the reactants [ClH:1].Cl.[NH2:3][C:4]1[CH:5]=[C:6]([NH:12][C:13]2[N:22]=[C:21]([N:23]3[CH2:27][CH2:26][C@H:25]([NH:28]C(=O)OC(C)(C)C)[CH2:24]3)[C:20]3[C:15](=[CH:16][CH:17]=[CH:18][CH:19]=3)[N:14]=2)[CH:7]=[C:8]([C:10]#[N:11])[CH:9]=1, predict the reaction product. The product is: [ClH:1].[ClH:1].[NH2:3][C:4]1[CH:9]=[C:8]([CH:7]=[C:6]([NH:12][C:13]2[N:22]=[C:21]([N:23]3[CH2:27][CH2:26][C@H:25]([NH2:28])[CH2:24]3)[C:20]3[C:15](=[CH:16][CH:17]=[CH:18][CH:19]=3)[N:14]=2)[CH:5]=1)[C:10]#[N:11]. (2) Given the reactants Cl.[CH:2]1([NH:7][C:8]([NH2:10])=[NH:9])[CH2:6][CH2:5][CH2:4][CH2:3]1.C(=O)([O-])[O-].[K+].[K+].[Cl:17][C:18]1[N:23]2[N:24]=[C:25]([C:31]3[O:32][CH:33]=[CH:34][CH:35]=3)[C:26]([C:27](=O)[C:28]#[CH:29])=[C:22]2[CH:21]=[CH:20][CH:19]=1, predict the reaction product. The product is: [Cl:17][C:18]1[N:23]2[N:24]=[C:25]([C:31]3[O:32][CH:33]=[CH:34][CH:35]=3)[C:26]([C:27]3[CH:28]=[CH:29][N:10]=[C:8]([NH:7][CH:2]4[CH2:6][CH2:5][CH2:4][CH2:3]4)[N:9]=3)=[C:22]2[CH:21]=[CH:20][CH:19]=1. (3) Given the reactants [CH2:1]([O:5][C:6]([C:8]1[C:9]([OH:18])=[C:10]2[CH:17]=[CH:16][S:15][C:11]2=[C:12](Br)[N:13]=1)=[O:7])[CH2:2][CH2:3][CH3:4].[C:19]([Cu])#[N:20].CN(C)C=O, predict the reaction product. The product is: [CH2:1]([O:5][C:6]([C:8]1[C:9]([OH:18])=[C:10]2[CH:17]=[CH:16][S:15][C:11]2=[C:12]([C:19]#[N:20])[N:13]=1)=[O:7])[CH2:2][CH2:3][CH3:4]. (4) Given the reactants [CH:1]1([Mg]Br)[CH2:3][CH2:2]1.[N:6]([C:15]([O:17][C:18]([CH3:21])([CH3:20])[CH3:19])=[O:16])=[N:7][C:8]([O:10][C:11]([CH3:14])([CH3:13])[CH3:12])=[O:9], predict the reaction product. The product is: [CH:1]1([N:6]([C:15]([O:17][C:18]([CH3:21])([CH3:20])[CH3:19])=[O:16])[NH:7][C:8]([O:10][C:11]([CH3:12])([CH3:13])[CH3:14])=[O:9])[CH2:3][CH2:2]1.